Dataset: Full USPTO retrosynthesis dataset with 1.9M reactions from patents (1976-2016). Task: Predict the reactants needed to synthesize the given product. (1) Given the product [CH3:20][O:19][CH2:18][CH2:17][O:16][C:13]1[CH:14]=[CH:15][C:10]([C:9]2[C:5]3[CH:4]=[C:3]([CH2:2][O:24][C:25]4[N:30]=[CH:29][C:28]([CH:31]([C:38]#[C:39][CH3:40])[CH2:32][C:33]([O:35][CH2:36][CH3:37])=[O:34])=[CH:27][CH:26]=4)[CH:23]=[CH:22][C:6]=3[S:7][CH:8]=2)=[C:11]([CH3:21])[CH:12]=1, predict the reactants needed to synthesize it. The reactants are: Br[CH2:2][C:3]1[CH:23]=[CH:22][C:6]2[S:7][CH:8]=[C:9]([C:10]3[CH:15]=[CH:14][C:13]([O:16][CH2:17][CH2:18][O:19][CH3:20])=[CH:12][C:11]=3[CH3:21])[C:5]=2[CH:4]=1.[OH:24][C:25]1[N:30]=[CH:29][C:28]([CH:31]([C:38]#[C:39][CH3:40])[CH2:32][C:33]([O:35][CH2:36][CH3:37])=[O:34])=[CH:27][CH:26]=1. (2) The reactants are: [CH:1]1[CH:2]=[CH:3][C:4]2[NH:11][C:9](=[O:10])[CH:8]=[C:7]([CH2:12][CH:13]([NH:17][C:18]([C:20]3[CH:21]=[CH:22][C:23]([Cl:26])=[CH:24][CH:25]=3)=[O:19])[C:14]([OH:16])=[O:15])[C:5]=2[CH:6]=1.Br[CH2:28][CH2:29][N:30]1[CH2:35][CH2:34][N:33]([C:36]([O:38][C:39]([CH3:42])([CH3:41])[CH3:40])=[O:37])[CH2:32][CH2:31]1. Given the product [Cl:26][C:23]1[CH:24]=[CH:25][C:20]([C:18]([NH:17][CH:13]([CH2:12][C:7]2[C:5]3[C:4](=[CH:3][CH:2]=[CH:1][CH:6]=3)[NH:11][C:9](=[O:10])[CH:8]=2)[C:14]([O:16][CH2:28][CH2:29][N:30]2[CH2:35][CH2:34][N:33]([C:36]([O:38][C:39]([CH3:40])([CH3:42])[CH3:41])=[O:37])[CH2:32][CH2:31]2)=[O:15])=[O:19])=[CH:21][CH:22]=1, predict the reactants needed to synthesize it. (3) Given the product [CH:1]1([N:5]2[CH2:11][CH2:10][C:9]3[CH:12]=[C:13]([CH2:16][CH2:17][NH:18][C:19](=[O:26])[C:20]4[CH:25]=[CH:24][CH:23]=[N:22][CH:21]=4)[CH:14]=[CH:15][C:8]=3[CH2:7][CH2:6]2)[CH2:4][CH2:3][CH2:2]1, predict the reactants needed to synthesize it. The reactants are: [CH:1]1([N:5]2[CH2:11][CH2:10][C:9]3[CH:12]=[C:13]([CH2:16][CH2:17][NH2:18])[CH:14]=[CH:15][C:8]=3[CH2:7][CH2:6]2)[CH2:4][CH2:3][CH2:2]1.[C:19](Cl)(=[O:26])[C:20]1[CH:25]=[CH:24][CH:23]=[N:22][CH:21]=1. (4) Given the product [C:1]([O:5][C:6]([N:8]1[CH2:12][CH2:11][CH:10]([O:13][C:25](=[O:26])[CH3:24])[CH:9]1[CH2:14][C:15]1[C:23]2[C:18](=[CH:19][CH:20]=[CH:21][CH:22]=2)[NH:17][CH:16]=1)=[O:7])([CH3:4])([CH3:2])[CH3:3], predict the reactants needed to synthesize it. The reactants are: [C:1]([O:5][C:6]([N:8]1[CH2:12][CH2:11][CH:10]([OH:13])[CH:9]1[CH2:14][C:15]1[C:23]2[C:18](=[CH:19][CH:20]=[CH:21][CH:22]=2)[NH:17][CH:16]=1)=[O:7])([CH3:4])([CH3:3])[CH3:2].[CH3:24][C:25](OC(C)=O)=[O:26]. (5) Given the product [F:28][CH:2]([F:1])[C:3]([N:5]1[C@H:9]([CH2:10][F:11])[C@@H:8]([C:12]2[CH:17]=[CH:16][C:15]([C:18]3[CH:23]=[CH:22][C:21]([CH2:24][O:25][S:37]([CH3:36])(=[O:39])=[O:38])=[N:20][CH:19]=3)=[CH:14][CH:13]=2)[O:7][C:6]1([CH3:26])[CH3:27])=[O:4], predict the reactants needed to synthesize it. The reactants are: [F:1][CH:2]([F:28])[C:3]([N:5]1[C@H:9]([CH2:10][F:11])[C@@H:8]([C:12]2[CH:17]=[CH:16][C:15]([C:18]3[CH:19]=[N:20][C:21]([CH2:24][OH:25])=[CH:22][CH:23]=3)=[CH:14][CH:13]=2)[O:7][C:6]1([CH3:27])[CH3:26])=[O:4].C(N(CC)CC)C.[CH3:36][S:37](Cl)(=[O:39])=[O:38]. (6) Given the product [CH3:13][O:14][C:15](=[O:36])/[CH:16]=[CH:7]/[C:6]1[S:5][C:4]2[CH:9]=[CH:10][CH:11]=[CH:12][C:3]=2[C:2]=1[Cl:1], predict the reactants needed to synthesize it. The reactants are: [Cl:1][C:2]1[C:3]2[CH:12]=[CH:11][CH:10]=[CH:9][C:4]=2[S:5][C:6]=1[CH:7]=O.[CH3:13][O:14][C:15](=[O:36])[CH:16]=P(C1C=CC=CC=1)(C1C=CC=CC=1)C1C=CC=CC=1.C([O-])(O)=O.[Na+]. (7) Given the product [Br:1][C:2]1[CH:7]=[CH:6][C:5]([C:8]([F:11])([F:10])[F:9])=[CH:4][C:3]=1[C:25]1[CH2:24][N:23]([C:26]([O:28][C:29]([CH3:32])([CH3:31])[CH3:30])=[O:27])[CH2:22][CH:21]=1, predict the reactants needed to synthesize it. The reactants are: [Br:1][C:2]1[CH:7]=[CH:6][C:5]([C:8]([F:11])([F:10])[F:9])=[CH:4][C:3]=1I.CC1(C)C(C)(C)OB([C:21]2[CH2:22][N:23]([C:26]([O:28][C:29]([CH3:32])([CH3:31])[CH3:30])=[O:27])[CH2:24][CH:25]=2)O1.C(=O)([O-])[O-].[K+].[K+]. (8) Given the product [NH2:8][CH2:9][C@:18]1([CH2:32][OH:33])[O:22][C@@H:21]([N:23]2[CH:30]=[CH:29][C:27](=[O:28])[NH:26][C:24]2=[O:25])[CH2:20][C@@H:19]1[OH:31], predict the reactants needed to synthesize it. The reactants are: C1(C[NH:8][CH:9]([C@:18]2([CH2:32][OH:33])[O:22][C@@H:21]([N:23]3[CH:30]=[CH:29][C:27](=[O:28])[NH:26][C:24]3=[O:25])[CH2:20][C@@H:19]2[OH:31])NCC2C=CC=CC=2)C=CC=CC=1.C1CCCCC=1.C(O)(=O)C.NC[C@]1(CO)O[C@@H](N2C=C(C)C(=O)NC2=O)C[C@@H]1O.